From a dataset of Full USPTO retrosynthesis dataset with 1.9M reactions from patents (1976-2016). Predict the reactants needed to synthesize the given product. (1) Given the product [CH:45]1([NH:44][C:42]([C:40]2[N:41]=[C:37]([C:16]3[CH:17]=[CH:18][C:13]([C@@H:11]([N:7]4[CH2:6][CH2:5][C@:4]([CH2:3][C:2]([OH:1])([CH3:35])[CH3:34])([C:28]5[CH:33]=[CH:32][CH:31]=[CH:30][CH:29]=5)[O:9][C:8]4=[O:10])[CH3:12])=[CH:14][CH:15]=3)[S:38][CH:39]=2)=[O:43])[CH2:46][CH2:47]1, predict the reactants needed to synthesize it. The reactants are: [OH:1][C:2]([CH3:35])([CH3:34])[CH2:3][C@@:4]1([C:28]2[CH:33]=[CH:32][CH:31]=[CH:30][CH:29]=2)[O:9][C:8](=[O:10])[N:7]([C@H:11]([C:13]2[CH:18]=[CH:17][C:16](B3OC(C)(C)C(C)(C)O3)=[CH:15][CH:14]=2)[CH3:12])[CH2:6][CH2:5]1.Br[C:37]1[S:38][CH:39]=[C:40]([C:42]([NH:44][CH:45]2[CH2:47][CH2:46]2)=[O:43])[N:41]=1. (2) Given the product [C:1](#[N:2])[CH3:3].[OH2:9].[C:21]([OH:26])([C:22]([F:25])([F:24])[F:23])=[O:36].[C:30]1([C@@H:28]2[CH2:29][C@H:27]2[NH:20][CH2:19][CH:17]2[CH2:16][N:15]([C:4]3([CH2:3][C:1]#[N:2])[CH2:7][NH:6][CH2:5]3)[CH2:18]2)[CH:35]=[CH:34][CH:33]=[CH:32][CH:31]=1.[C:21]([OH:26])([C:22]([F:25])([F:24])[F:23])=[O:36], predict the reactants needed to synthesize it. The reactants are: [C:1]([CH2:3][C:4]1([N:15]2[CH2:18][CH:17]([CH2:19][N:20]([C@@H:27]3[CH2:29][C@H:28]3[C:30]3[CH:35]=[CH:34][CH:33]=[CH:32][CH:31]=3)[C:21](=[O:26])[C:22]([F:25])([F:24])[F:23])[CH2:16]2)[CH2:7][N:6](C(OC(C)(C)C)=[O:9])[CH2:5]1)#[N:2].[OH-:36].[Na+]. (3) Given the product [Br:1][C:2]1[CH:7]=[CH:6][C:5]([O:8][CH:13]2[CH2:14][CH2:15][O:10][CH2:11][CH2:12]2)=[CH:4][C:3]=1[CH3:9], predict the reactants needed to synthesize it. The reactants are: [Br:1][C:2]1[CH:7]=[CH:6][C:5]([OH:8])=[CH:4][C:3]=1[CH3:9].[O:10]1[CH2:15][CH2:14][CH:13](O)[CH2:12][CH2:11]1.C1C=CC(P(C2C=CC=CC=2)C2C=CC=CC=2)=CC=1.C1C=CC(COC(/N=N/C(OCC2C=CC=CC=2)=O)=O)=CC=1. (4) Given the product [O:26]=[C:17]1[C:18]2[C:23](=[CH:22][CH:21]=[CH:20][CH:19]=2)[C:24](=[O:25])[N:16]1[CH2:15][CH2:14][CH2:13][CH:12]=[O:11], predict the reactants needed to synthesize it. The reactants are: C(Cl)(=O)C(Cl)=O.CS(C)=O.[OH:11][CH2:12][CH2:13][CH2:14][CH2:15][N:16]1[C:24](=[O:25])[C:23]2[C:18](=[CH:19][CH:20]=[CH:21][CH:22]=2)[C:17]1=[O:26]. (5) Given the product [CH3:8][O:9][CH2:10][CH2:11][N:12]1[CH:6]([C:2]2[S:1][CH:5]=[CH:4][CH:3]=2)[CH:14]([C:13]([NH:35][C:34]2[CH:33]=[CH:32][C:31]([C:28]3[N:27]=[C:26]([CH3:25])[O:30][N:29]=3)=[CH:37][CH:36]=2)=[O:24])[C:15]2[C:16](=[CH:20][CH:21]=[CH:22][CH:23]=2)[C:17]1=[O:19], predict the reactants needed to synthesize it. The reactants are: [S:1]1[CH:5]=[CH:4][CH:3]=[C:2]1[CH:6]=O.[CH3:8][O:9][CH2:10][CH2:11][NH2:12].[C:13]1(=[O:24])[O:19][C:17](=O)[C:16]2=[CH:20][CH:21]=[CH:22][CH:23]=[C:15]2[CH2:14]1.[CH3:25][C:26]1[O:30][N:29]=[C:28]([C:31]2[CH:37]=[CH:36][C:34]([NH2:35])=[CH:33][CH:32]=2)[N:27]=1. (6) Given the product [NH2:8][C:6]1[N:7]=[CH:2][C:39]2[C:38](=[CH:37][CH:36]=[C:44]([C:2]3[CH:3]=[C:4]([C:15]([NH:17][CH2:18][C:19]4[C:20](=[O:27])[NH:21][C:22]([CH3:26])=[CH:23][C:24]=4[CH3:25])=[O:16])[C:5]4[C:10]([CH3:11])=[N:9][N:8]([CH:12]([CH3:14])[CH3:13])[C:6]=4[N:7]=3)[CH:43]=2)[N:42]=1, predict the reactants needed to synthesize it. The reactants are: Cl[C:2]1[CH:3]=[C:4]([C:15]([NH:17][CH2:18][C:19]2[C:20](=[O:27])[NH:21][C:22]([CH3:26])=[CH:23][C:24]=2[CH3:25])=[O:16])[C:5]2[C:10]([CH3:11])=[N:9][N:8]([CH:12]([CH3:14])[CH3:13])[C:6]=2[N:7]=1.CC1(C)C(C)(C)OB([C:36]2[CH:44]=[CH:43][C:39]3=NO[N:42]=[C:38]3[CH:37]=2)O1.C(=O)([O-])[O-].[Na+].[Na+]. (7) The reactants are: [Cl:1][C:2]1[CH:10]=[C:9]([C:11]([NH:13][C@H:14]([C:16]2[NH:20][C:19]3[CH:21]=[CH:22][C:23]([Cl:25])=[CH:24][C:18]=3[N:17]=2)[CH3:15])=[O:12])[CH:8]=[CH:7][C:3]=1[C:4]([OH:6])=O.CN(C(ON1N=NC2C=CC=CC1=2)=[N+](C)C)C.[B-](F)(F)(F)F.C(N(C(C)C)CC)(C)C.[NH:57]1[CH2:62][CH2:61][NH:60][CH2:59][C:58]1=[O:63].ClCl. Given the product [Cl:1][C:2]1[CH:10]=[C:9]([CH:8]=[CH:7][C:3]=1[C:4]([N:60]1[CH2:61][CH2:62][NH:57][C:58](=[O:63])[CH2:59]1)=[O:6])[C:11]([NH:13][C@H:14]([C:16]1[NH:20][C:19]2[CH:21]=[CH:22][C:23]([Cl:25])=[CH:24][C:18]=2[N:17]=1)[CH3:15])=[O:12], predict the reactants needed to synthesize it. (8) Given the product [C:5]([O:21][CH2:20][C:19]([CH3:23])([CH3:22])[CH2:18][N:17]1[C:11]2[CH:10]=[CH:9][C:8]([Cl:7])=[CH:45][C:12]=2[C@@H:13]([C:35]2[CH:40]=[CH:39][CH:38]=[C:37]([O:41][CH3:42])[C:36]=2[O:43][CH3:44])[O:14][C@H:15]([CH2:25][C:26]2[S:27][C:28]([C:46]([OH:48])=[O:54])=[CH:29][N:30]=2)[C:16]1=[O:24])(=[O:50])[CH3:6], predict the reactants needed to synthesize it. The reactants are: N1[CH:6]=[CH:5]C=CC=1.[Cl:7][C:8]1[CH:9]=[CH:10][C:11]2[N:17]([CH2:18][C:19]([CH3:23])([CH3:22])[CH2:20][OH:21])[C:16](=[O:24])[C@@H:15]([CH2:25][C:26]3[S:27][C:28](CC(O)=O)=[CH:29][N:30]=3)[O:14][C@H:13]([C:35]3[CH:40]=[CH:39][CH:38]=[C:37]([O:41][CH3:42])[C:36]=3[O:43][CH3:44])[C:12]=2[CH:45]=1.[C:46](Cl)(=[O:48])C.[OH2:50].C1C[O:54]CC1.